Dataset: Reaction yield outcomes from USPTO patents with 853,638 reactions. Task: Predict the reaction yield, written as a fraction of the theoretical maximum amount of product (1.0 means a 100% yield; for example, 0.34 means a 34% yield). The reactants are Cl[C:2]1[N:7]=[C:6]([C:8]2[CH:9]=[N:10][N:11]3[CH:16]=[CH:15][CH:14]=[CH:13][C:12]=23)[C:5]([Cl:17])=[CH:4][N:3]=1.[F:18][C:19]1[C:25]([N+:26]([O-:28])=[O:27])=[CH:24][C:22]([NH2:23])=[C:21]([O:29][CH3:30])[CH:20]=1.O.C1(C)C=CC(S(O)(=O)=O)=CC=1. The catalyst is CC(O)CCC. The product is [Cl:17][C:5]1[C:6]([C:8]2[CH:9]=[N:10][N:11]3[CH:16]=[CH:15][CH:14]=[CH:13][C:12]=23)=[N:7][C:2]([NH:23][C:22]2[CH:24]=[C:25]([N+:26]([O-:28])=[O:27])[C:19]([F:18])=[CH:20][C:21]=2[O:29][CH3:30])=[N:3][CH:4]=1. The yield is 0.790.